Task: Predict the product of the given reaction.. Dataset: Forward reaction prediction with 1.9M reactions from USPTO patents (1976-2016) (1) The product is: [Br:1][C:2]1[CH:3]=[C:4]2[C:9]([C:8]([F:12])([F:13])[CH2:7][CH2:6][C:5]2=[O:15])=[CH:10][CH:11]=1. Given the reactants [Br:1][C:2]1[CH:3]=[C:4]2[C:9](=[CH:10][CH:11]=1)[C:8]([F:13])([F:12])[CH2:7][CH2:6][CH2:5]2.P([O-])(O)(O)=[O:15].[K+].O.O.O.O.O.O.O.P([O-])([O-])([O-])=O.[Na+].[Na+].[Na+].[Mn]([O-])(=O)(=O)=O.[K+], predict the reaction product. (2) Given the reactants [Br:1][C:2]1[CH:3]=[C:4]2[C:8](=[CH:9][C:10]=1[N+:11]([O-:13])=[O:12])[NH:7][N:6]=[C:5]2[Cl:14].Cl[C:16]([C:29]1[CH:34]=[CH:33][CH:32]=[CH:31][CH:30]=1)([C:23]1[CH:28]=[CH:27][CH:26]=[CH:25][CH:24]=1)[C:17]1[CH:22]=[CH:21][CH:20]=[CH:19][CH:18]=1.[H-].[Na+], predict the reaction product. The product is: [Br:1][C:2]1[CH:3]=[C:4]2[C:8](=[CH:9][C:10]=1[N+:11]([O-:13])=[O:12])[N:7]([C:16]([C:17]1[CH:22]=[CH:21][CH:20]=[CH:19][CH:18]=1)([C:29]1[CH:30]=[CH:31][CH:32]=[CH:33][CH:34]=1)[C:23]1[CH:24]=[CH:25][CH:26]=[CH:27][CH:28]=1)[N:6]=[C:5]2[Cl:14]. (3) Given the reactants [CH2:1]([N:3]1[C:7]2=[N:8][C:9]([CH2:59][CH3:60])=[C:10]([CH2:19][NH:20][C:21]([C:23]3[CH:24]=[C:25]([C:29]([NH:31][CH2:32][C:33]4[CH:34]=[C:35]([C:39]5[CH:44]=[CH:43][CH:42]=[C:41]([CH2:45][N:46]6[CH2:51][CH2:50][N:49]([C:52](OC(C)(C)C)=O)[CH2:48][CH2:47]6)[CH:40]=5)[CH:36]=[CH:37][CH:38]=4)=[O:30])[CH:26]=[CH:27][CH:28]=3)=[O:22])[C:11]([NH:12][CH:13]3[CH2:18][CH2:17][O:16][CH2:15][CH2:14]3)=[C:6]2[CH:5]=[N:4]1)[CH3:2].C(O)(C(F)(F)F)=O, predict the reaction product. The product is: [CH2:1]([N:3]1[C:7]2=[N:8][C:9]([CH2:59][CH3:60])=[C:10]([CH2:19][NH:20][C:21]([C:23]3[CH:28]=[CH:27][CH:26]=[C:25]([C:29]([NH:31][CH2:32][C:33]4[CH:34]=[C:35]([C:39]5[CH:44]=[CH:43][CH:42]=[C:41]([CH2:45][N:46]([CH2:51][CH3:50])[CH2:47][CH2:48][NH:49][CH3:52])[CH:40]=5)[CH:36]=[CH:37][CH:38]=4)=[O:30])[CH:24]=3)=[O:22])[C:11]([NH:12][CH:13]3[CH2:14][CH2:15][O:16][CH2:17][CH2:18]3)=[C:6]2[CH:5]=[N:4]1)[CH3:2].